Dataset: Reaction yield outcomes from USPTO patents with 853,638 reactions. Task: Predict the reaction yield, written as a fraction of the theoretical maximum amount of product (1.0 means a 100% yield; for example, 0.34 means a 34% yield). (1) The reactants are CS(O[CH2:6][C:7]1[CH:12]=[CH:11][C:10]([N+:13]([O-:15])=[O:14])=[C:9]([CH3:16])[CH:8]=1)(=O)=O.[H-].[Na+].[F:19][C:20]([F:29])([F:28])[CH2:21][CH2:22][CH:23]([C:26]#[N:27])[C:24]#[N:25]. The catalyst is CN(C)C=O. The product is [CH3:16][C:9]1[CH:8]=[C:7]([CH:12]=[CH:11][C:10]=1[N+:13]([O-:15])=[O:14])[CH2:6][C:23]([CH2:22][CH2:21][C:20]([F:19])([F:28])[F:29])([C:24]#[N:25])[C:26]#[N:27]. The yield is 0.820. (2) The reactants are [F-].C([N+](CCCC)(CCCC)CCCC)CCC.[Cl:19][C:20]1[CH:42]=[C:41]([C:43]([NH:45][CH2:46][C:47]2[CH:52]=[CH:51][CH:50]=[C:49]([O:53][Si](C(C)(C)C)(C)C)[CH:48]=2)=[O:44])[CH:40]=[C:39]([CH3:61])[C:21]=1[C:22]([NH:24][C@H:25]([C:35]([O:37][CH3:38])=[O:36])[CH2:26][NH:27][C:28]([O:30][C:31]([CH3:34])([CH3:33])[CH3:32])=[O:29])=[O:23]. The catalyst is O1CCCC1.C(OCC)(=O)C. The product is [Cl:19][C:20]1[CH:42]=[C:41]([C:43]([NH:45][CH2:46][C:47]2[CH:52]=[CH:51][CH:50]=[C:49]([OH:53])[CH:48]=2)=[O:44])[CH:40]=[C:39]([CH3:61])[C:21]=1[C:22]([NH:24][C@H:25]([C:35]([O:37][CH3:38])=[O:36])[CH2:26][NH:27][C:28]([O:30][C:31]([CH3:32])([CH3:34])[CH3:33])=[O:29])=[O:23]. The yield is 0.970. (3) The reactants are [CH3:1][C:2]1[O:6][N:5]=[C:4]([C:7]2[CH:12]=[CH:11][CH:10]=[CH:9][CH:8]=2)[C:3]=1[C:13]1[O:17][C:16]([C:18]2[CH:19]=[C:20]3[C:24](=[CH:25][CH:26]=2)[NH:23][CH:22]=[CH:21]3)=[N:15][N:14]=1.[C:27](=O)([O-])[O-].[K+].[K+].IC. The catalyst is CN(C=O)C. The product is [CH3:27][N:23]1[C:24]2[C:20](=[CH:19][C:18]([C:16]3[O:17][C:13]([C:3]4[C:4]([C:7]5[CH:8]=[CH:9][CH:10]=[CH:11][CH:12]=5)=[N:5][O:6][C:2]=4[CH3:1])=[N:14][N:15]=3)=[CH:26][CH:25]=2)[CH:21]=[CH:22]1. The yield is 0.870. (4) The product is [NH2:1][C:2]1[C:7]2[C:8](=[O:20])[N:9]([C:13]3[CH:18]=[CH:17][C:16]([C:32]4[CH:31]=[CH:30][C:24]([CH2:25][NH:26][C:27](=[O:29])[CH3:28])=[CH:23][C:22]=4[Cl:21])=[CH:15][CH:14]=3)[CH2:10][CH2:11][O:12][C:6]=2[N:5]=[CH:4][N:3]=1. The yield is 0.246. The catalyst is COCCOC.Cl[Pd]Cl.C1(P(C2C=CC=CC=2)[C-]2C=CC=C2)C=CC=CC=1.[C-]1(P(C2C=CC=CC=2)C2C=CC=CC=2)C=CC=C1.[Fe+2].O. The reactants are [NH2:1][C:2]1[C:7]2[C:8](=[O:20])[N:9]([C:13]3[CH:18]=[CH:17][C:16](Br)=[CH:15][CH:14]=3)[CH2:10][CH2:11][O:12][C:6]=2[N:5]=[CH:4][N:3]=1.[Cl:21][C:22]1[CH:23]=[C:24]([CH:30]=[CH:31][C:32]=1B1OC(C)(C)C(C)(C)O1)[CH2:25][NH:26][C:27](=[O:29])[CH3:28].P([O-])([O-])([O-])=O.[K+].[K+].[K+].CO. (5) The reactants are [C:1]([O:5][C:6]([N:8]1[CH2:13][CH2:12][N:11]([CH2:14][C:15]2[CH:23]=[CH:22][CH:21]=[C:20]([Cl:24])[C:16]=2[C:17]([OH:19])=O)[CH2:10][CH2:9]1)=[O:7])([CH3:4])([CH3:3])[CH3:2].[NH:25]1[CH2:29][CH2:28][CH2:27][CH2:26]1.Cl.CN(C)CCCN=C=NCC.N1(O)C2C=CC=CC=2N=N1. The catalyst is ClCCl. The product is [Cl:24][C:20]1[C:16]([C:17]([N:25]2[CH2:29][CH2:28][CH2:27][CH2:26]2)=[O:19])=[C:15]([CH2:14][N:11]2[CH2:10][CH2:9][N:8]([C:6]([O:5][C:1]([CH3:4])([CH3:3])[CH3:2])=[O:7])[CH2:13][CH2:12]2)[CH:23]=[CH:22][CH:21]=1. The yield is 0.650. (6) The yield is 0.840. The reactants are [OH:1][C:2]1[CH:7]=[C:6]([OH:8])[CH:5]=[CH:4][C:3]=1[C:9](=[O:18])[CH2:10][C:11]1[CH:16]=[CH:15][C:14]([OH:17])=[CH:13][CH:12]=1.[C:19](O[C:19](=O)[CH2:20][CH2:21][CH2:22][CH3:23])(=O)[CH2:20][CH2:21][CH2:22][CH3:23].O.Cl. The catalyst is C(N(CC)CC)C. The product is [CH2:20]([C:19]1[O:1][C:2]2[C:3]([C:9](=[O:18])[C:10]=1[C:11]1[CH:16]=[CH:15][C:14]([OH:17])=[CH:13][CH:12]=1)=[CH:4][CH:5]=[C:6]([OH:8])[CH:7]=2)[CH2:21][CH2:22][CH3:23]. (7) The reactants are [CH3:1][O:2][CH2:3][C@@H:4]1[CH2:8][N:7]([C:9]([O:11][C:12]([CH3:15])([CH3:14])[CH3:13])=[O:10])[C@H:6]([C:16]2[NH:20][C:19]3[C:21]4[C:26]([CH:27]=[CH:28][C:18]=3[N:17]=2)=[CH:25][C:24]2[C:29]3[C:34]([CH2:35][O:36][C:23]=2[CH:22]=4)=[CH:33][C:32](B2OC(C)(C)C(C)(C)O2)=[CH:31][CH:30]=3)[CH2:5]1.Br[C:47]1[NH:51][C:50]([C@@H:52]2[CH2:56][C@H:55]([CH3:57])[CH2:54][N:53]2[C:58](=[O:68])[C@@H:59]([NH:63][C:64](=[O:67])[O:65][CH3:66])[CH:60]([CH3:62])[CH3:61])=[N:49][CH:48]=1.C(=O)([O-])[O-].[K+].[K+]. The catalyst is COCCOC.CN(C)C=O.[Pd].C1(P(C2C=CC=CC=2)C2C=CC=CC=2)C=CC=CC=1.C1(P(C2C=CC=CC=2)C2C=CC=CC=2)C=CC=CC=1.C1(P(C2C=CC=CC=2)C2C=CC=CC=2)C=CC=CC=1.C1(P(C2C=CC=CC=2)C2C=CC=CC=2)C=CC=CC=1.C1C=CC(P(C2C=CC=CC=2)[C-]2C=CC=C2)=CC=1.C1C=CC(P(C2C=CC=CC=2)[C-]2C=CC=C2)=CC=1.Cl[Pd]Cl.[Fe+2]. The product is [CH3:66][O:65][C:64]([NH:63][C@H:59]([C:58]([N:53]1[CH2:54][C@@H:55]([CH3:57])[CH2:56][C@H:52]1[C:50]1[NH:51][C:47]([C:32]2[CH:33]=[C:34]3[CH2:35][O:36][C:23]4[CH:22]=[C:21]5[C:26]([CH:27]=[CH:28][C:18]6[NH:17][C:16]([C@@H:6]7[CH2:5][C@H:4]([CH2:3][O:2][CH3:1])[CH2:8][N:7]7[C:9]([O:11][C:12]([CH3:13])([CH3:14])[CH3:15])=[O:10])=[N:20][C:19]=65)=[CH:25][C:24]=4[C:29]3=[CH:30][CH:31]=2)=[CH:48][N:49]=1)=[O:68])[CH:60]([CH3:62])[CH3:61])=[O:67]. The yield is 0.320.